Task: Predict the reactants needed to synthesize the given product.. Dataset: Full USPTO retrosynthesis dataset with 1.9M reactions from patents (1976-2016) (1) Given the product [OH:13][CH:10]([CH2:6][CH2:7][CH2:8][CH3:9])[C:11]([NH2:12])=[O:2], predict the reactants needed to synthesize it. The reactants are: S(=O)(=O)(O)[OH:2].[CH2:6]([CH:10]([OH:13])[C:11]#[N:12])[CH2:7][CH2:8][CH3:9].C#N. (2) Given the product [CH3:34][N:2]([CH3:1])[C:3]([CH3:32])([CH3:33])[CH2:4][NH:5][C:6](=[O:31])[C:7]1[CH:12]=[CH:11][C:10]([NH:13][C:14]2[N:19]=[C:18]([C:20]3[N:21]([CH:26]([CH3:28])[CH3:27])[C:22]([CH3:25])=[N:23][CH:24]=3)[CH:17]=[CH:16][N:15]=2)=[CH:9][CH:8]=1, predict the reactants needed to synthesize it. The reactants are: [CH3:1][N:2]([CH3:34])[C:3]([CH3:33])([CH3:32])[CH2:4][NH:5][C:6](=[O:31])[C:7]1[CH:12]=[CH:11][C:10]([NH:13][C:14]2[N:19]=[C:18]([C:20]3[N:21]([CH:26]([CH3:28])[CH3:27])[C:22]([CH3:25])=[N:23][CH:24]=3)[C:17](F)=[CH:16][N:15]=2)=[CH:9][C:8]=1F.CN(C)CC(C)(N)C. (3) Given the product [O:14]=[C:13]([N:15]1[CH2:16][CH2:17][N:18]([C:21](=[O:32])[C:22]2[CH:27]=[CH:26][CH:25]=[CH:24][C:23]=2[C:28]([F:31])([F:29])[F:30])[CH2:19][CH2:20]1)[CH2:12][NH:11][C:68]([C:65]1[CH:64]=[CH:63][C:62]([C:56]2[C:57]([F:61])=[CH:58][CH:59]=[CH:60][C:55]=2[F:54])=[CH:67][CH:66]=1)=[O:69], predict the reactants needed to synthesize it. The reactants are: CCN(C(C)C)C(C)C.Cl.[NH2:11][CH2:12][C:13]([N:15]1[CH2:20][CH2:19][N:18]([C:21](=[O:32])[C:22]2[CH:27]=[CH:26][CH:25]=[CH:24][C:23]=2[C:28]([F:31])([F:30])[F:29])[CH2:17][CH2:16]1)=[O:14].C1C=CC2N(O)N=NC=2C=1.CCN=C=NCCCN(C)C.[F:54][C:55]1[CH:60]=[CH:59][CH:58]=[C:57]([F:61])[C:56]=1[C:62]1[CH:67]=[CH:66][C:65]([C:68](O)=[O:69])=[CH:64][CH:63]=1. (4) Given the product [N:17]([CH:8]([C:5]1[CH:6]=[CH:7][C:2]([F:1])=[C:3]([N:11]2[CH2:16][CH2:15][O:14][CH2:13][CH2:12]2)[CH:4]=1)[CH3:9])=[N+:18]=[N-:19], predict the reactants needed to synthesize it. The reactants are: [F:1][C:2]1[CH:7]=[CH:6][C:5]([CH:8](O)[CH3:9])=[CH:4][C:3]=1[N:11]1[CH2:16][CH2:15][O:14][CH2:13][CH2:12]1.[N-:17]=[N+:18]=[N-:19].C1CCN2C(=NCCC2)CC1.